Dataset: NCI-60 drug combinations with 297,098 pairs across 59 cell lines. Task: Regression. Given two drug SMILES strings and cell line genomic features, predict the synergy score measuring deviation from expected non-interaction effect. (1) Drug 1: C1CC(C1)(C(=O)O)C(=O)O.[NH2-].[NH2-].[Pt+2]. Drug 2: COCCOC1=C(C=C2C(=C1)C(=NC=N2)NC3=CC=CC(=C3)C#C)OCCOC.Cl. Cell line: A498. Synergy scores: CSS=20.1, Synergy_ZIP=0.200, Synergy_Bliss=4.66, Synergy_Loewe=-2.34, Synergy_HSA=2.97. (2) Drug 1: C1CCC(C1)C(CC#N)N2C=C(C=N2)C3=C4C=CNC4=NC=N3. Drug 2: CC1=C(C(=O)C2=C(C1=O)N3CC4C(C3(C2COC(=O)N)OC)N4)N. Cell line: SK-MEL-28. Synergy scores: CSS=14.6, Synergy_ZIP=-4.28, Synergy_Bliss=-2.46, Synergy_Loewe=-31.6, Synergy_HSA=-6.44. (3) Drug 1: C1=C(C(=O)NC(=O)N1)N(CCCl)CCCl. Drug 2: CN(C(=O)NC(C=O)C(C(C(CO)O)O)O)N=O. Cell line: MOLT-4. Synergy scores: CSS=38.1, Synergy_ZIP=-4.90, Synergy_Bliss=-10.4, Synergy_Loewe=-35.3, Synergy_HSA=-9.60. (4) Drug 1: CC1=CC2C(CCC3(C2CCC3(C(=O)C)OC(=O)C)C)C4(C1=CC(=O)CC4)C. Drug 2: CC(C)(C#N)C1=CC(=CC(=C1)CN2C=NC=N2)C(C)(C)C#N. Cell line: EKVX. Synergy scores: CSS=1.75, Synergy_ZIP=2.48, Synergy_Bliss=-4.51, Synergy_Loewe=-3.96, Synergy_HSA=-3.73. (5) Drug 1: C1=CN(C(=O)N=C1N)C2C(C(C(O2)CO)O)O.Cl. Drug 2: C1=CN(C=N1)CC(O)(P(=O)(O)O)P(=O)(O)O. Cell line: SK-MEL-2. Synergy scores: CSS=28.4, Synergy_ZIP=1.72, Synergy_Bliss=0.460, Synergy_Loewe=-15.7, Synergy_HSA=-2.36.